From a dataset of Full USPTO retrosynthesis dataset with 1.9M reactions from patents (1976-2016). Predict the reactants needed to synthesize the given product. (1) Given the product [OH:1][C@@H:2]1[CH2:7][CH2:6][CH2:5][CH2:4][C@H:3]1[NH:8][C:9]1[S:10][C:11]2[CH:17]=[C:16]([CH2:18][N:19]3[C:23]4=[N:24][CH:25]=[C:26]([C:28]([OH:30])=[O:29])[CH:27]=[C:22]4[N:21]=[CH:20]3)[CH:15]=[CH:14][C:12]=2[N:13]=1, predict the reactants needed to synthesize it. The reactants are: [OH:1][C@@H:2]1[CH2:7][CH2:6][CH2:5][CH2:4][C@H:3]1[NH:8][C:9]1[S:10][C:11]2[CH:17]=[C:16]([CH2:18][N:19]3[C:23]4=[N:24][CH:25]=[C:26]([C:28]([O:30]C)=[O:29])[CH:27]=[C:22]4[N:21]=[CH:20]3)[CH:15]=[CH:14][C:12]=2[N:13]=1.Cl. (2) Given the product [CH3:22][O:23][C:24]([C:25]1[C:26]([C:27]([CH3:30])([CH3:29])[CH3:28])=[N:14][N:15]2[CH:16]=[C:17]([Br:21])[CH:18]=[CH:19][C:20]=12)=[O:31], predict the reactants needed to synthesize it. The reactants are: [N+](C1C=C([N+]([O-])=O)C=CC=1[O-])([O-])=O.[NH2:14][N+:15]1[CH:20]=[CH:19][CH:18]=[C:17]([Br:21])[CH:16]=1.[CH3:22][O:23][C:24](=[O:31])[C:25]#[C:26][C:27]([CH3:30])([CH3:29])[CH3:28].C([O-])([O-])=O.[K+].[K+]. (3) Given the product [CH3:1][O:2][C:3]1[CH:8]=[CH:7][C:6]([OH:9])=[CH:5][C:4]=1[C:20]1[N:25]=[N:24][C:23]([N:26]([CH3:37])[CH:27]2[CH2:32][C:31]([CH3:33])([CH3:34])[NH:30][C:29]([CH3:36])([CH3:35])[CH2:28]2)=[CH:22][CH:21]=1, predict the reactants needed to synthesize it. The reactants are: [CH3:1][O:2][C:3]1[CH:8]=[CH:7][C:6]([OH:9])=[CH:5][C:4]=1B1OC(C)(C)C(C)(C)O1.Cl[C:20]1[N:25]=[N:24][C:23]([N:26]([CH3:37])[CH:27]2[CH2:32][C:31]([CH3:34])([CH3:33])[NH:30][C:29]([CH3:36])([CH3:35])[CH2:28]2)=[CH:22][CH:21]=1.P([O-])([O-])([O-])=O.[K+].[K+].[K+].COC1C=CC=C(OC)C=1C1C=CC=CC=1P(C1CCCCC1)C1CCCCC1. (4) Given the product [NH2:1][C@@H:2]1[CH2:7][CH2:6][C@H:5]([C:8]([O:10][CH2:8][C:5]2[CH:6]=[CH:7][CH:2]=[CH:3][CH:4]=2)=[O:9])[CH2:4][CH2:3]1, predict the reactants needed to synthesize it. The reactants are: [NH2:1][C@@H:2]1[CH2:7][CH2:6][C@H:5]([C:8]([OH:10])=[O:9])[CH2:4][CH2:3]1.[OH-].[Na+]. (5) Given the product [F:12][C:5]1[CH:4]=[CH:3][C:2]([S:1][C:13]2[C:18]([CH2:19][OH:20])=[CH:17][C:16]([F:23])=[CH:15][CH:14]=2)=[C:7]([CH2:8][OH:9])[CH:6]=1, predict the reactants needed to synthesize it. The reactants are: [S:1]([C:13]1[C:18]([C:19](OC)=[O:20])=[CH:17][C:16]([F:23])=[CH:15][CH:14]=1)[C:2]1[C:7]([C:8](OC)=[O:9])=[CH:6][C:5]([F:12])=[CH:4][CH:3]=1.S(C1C=CC=CC=1C(OC)=O)C1C=CC=CC=1C(OC)=O. (6) Given the product [C:1]1([C:7]2[CH2:8][CH2:9][CH2:10][C:11]3[CH:24]=[CH:23][CH:22]=[CH:21][C:12]=3[C:13]=2[C:14]2[CH:15]=[CH:16][C:17]([O:20][S:33]([C:32]([F:45])([F:44])[F:31])(=[O:35])=[O:34])=[CH:18][CH:19]=2)[CH:6]=[CH:5][CH:4]=[CH:3][CH:2]=1, predict the reactants needed to synthesize it. The reactants are: [C:1]1([C:7]2[CH2:8][CH2:9][CH2:10][C:11]3[CH:24]=[CH:23][CH:22]=[CH:21][C:12]=3[C:13]=2[C:14]2[CH:19]=[CH:18][C:17]([OH:20])=[CH:16][CH:15]=2)[CH:6]=[CH:5][CH:4]=[CH:3][CH:2]=1.N1C=CC=CC=1.[F:31][C:32]([F:45])([F:44])[S:33](O[S:33]([C:32]([F:45])([F:44])[F:31])(=[O:35])=[O:34])(=[O:35])=[O:34].